This data is from Catalyst prediction with 721,799 reactions and 888 catalyst types from USPTO. The task is: Predict which catalyst facilitates the given reaction. Reactant: [C:1]([C:5]1[CH:23]=[CH:22][C:8]([C:9]([NH:11][C:12]2[CH:21]=[CH:20][CH:19]=[CH:18][C:13]=2[C:14]([O:16]C)=[O:15])=[O:10])=[CH:7][CH:6]=1)([CH3:4])([CH3:3])[CH3:2].C1COCC1.[OH-].[Li+].Cl. Product: [C:1]([C:5]1[CH:23]=[CH:22][C:8]([C:9]([NH:11][C:12]2[CH:21]=[CH:20][CH:19]=[CH:18][C:13]=2[C:14]([OH:16])=[O:15])=[O:10])=[CH:7][CH:6]=1)([CH3:4])([CH3:2])[CH3:3]. The catalyst class is: 5.